This data is from Full USPTO retrosynthesis dataset with 1.9M reactions from patents (1976-2016). The task is: Predict the reactants needed to synthesize the given product. (1) Given the product [Cl:1][C:2]1[CH:31]=[CH:30][C:5]2[NH:6][C:7](=[O:29])[CH:8]([CH2:20][C:21]3[CH:26]=[CH:25][C:24]([F:27])=[CH:23][C:22]=3[Cl:28])[N:9]=[C:10]([C:11]3[CH:16]=[CH:15][C:14]([OH:17])=[C:13]([CH3:19])[CH:12]=3)[C:4]=2[CH:3]=1, predict the reactants needed to synthesize it. The reactants are: [Cl:1][C:2]1[CH:31]=[CH:30][C:5]2[NH:6][C:7](=[O:29])[CH:8]([CH2:20][C:21]3[CH:26]=[CH:25][C:24]([F:27])=[CH:23][C:22]=3[Cl:28])[N:9]=[C:10]([C:11]3[CH:16]=[CH:15][C:14]([O:17]C)=[C:13]([CH3:19])[CH:12]=3)[C:4]=2[CH:3]=1.B(Br)(Br)Br. (2) Given the product [CH3:22][O:23][C:3]1[CH:4]=[C:5]2[C:13](=[CH:14][CH:15]=1)[N:12]([CH2:16][CH2:17][CH3:18])[C:11]1[CH:10]=[CH:9][C:8]([C:19](=[O:21])[CH3:20])=[CH:7][C:6]2=1, predict the reactants needed to synthesize it. The reactants are: [Na].Br[C:3]1[CH:4]=[C:5]2[C:13](=[CH:14][CH:15]=1)[N:12]([CH2:16][CH2:17][CH3:18])[C:11]1[CH:10]=[CH:9][C:8]([C:19](=[O:21])[CH3:20])=[CH:7][C:6]2=1.[CH3:22][OH:23]. (3) Given the product [CH3:27][N:28]1[CH2:33][CH2:32][N:31]([CH2:2][CH2:3][CH2:4][O:5][C:6]2[CH:15]=[C:14]3[C:9]([C:10](=[O:24])[N:11]([CH2:16][O:17][C:18](=[O:23])[C:19]([CH3:22])([CH3:21])[CH3:20])[CH:12]=[N:13]3)=[CH:8][C:7]=2[O:25][CH3:26])[CH2:30][CH2:29]1, predict the reactants needed to synthesize it. The reactants are: Br[CH2:2][CH2:3][CH2:4][O:5][C:6]1[CH:15]=[C:14]2[C:9]([C:10](=[O:24])[N:11]([CH2:16][O:17][C:18](=[O:23])[C:19]([CH3:22])([CH3:21])[CH3:20])[CH:12]=[N:13]2)=[CH:8][C:7]=1[O:25][CH3:26].[CH3:27][N:28]1[CH2:33][CH2:32][NH:31][CH2:30][CH2:29]1. (4) Given the product [CH:1]([O-:9])=[O:8].[C:1]([O-:9])(=[O:8])[CH3:2].[C:1]([O-:9])(=[O:8])[CH2:2][CH2:3][CH3:4], predict the reactants needed to synthesize it. The reactants are: [C:1]([O:9]C=C)(=[O:8])[C:2]1C=CC=[CH:4][CH:3]=1.